Task: Predict the product of the given reaction.. Dataset: Forward reaction prediction with 1.9M reactions from USPTO patents (1976-2016) (1) Given the reactants [CH:1]1([C:6]2[S:7][C:8]([C:11]3[CH:16]=[CH:15][CH:14]=[CH:13][C:12]=3[N+:17]([O-])=O)=[N:9][N:10]=2)[CH2:5][CH2:4][CH2:3][CH2:2]1.[Cl-].[NH4+], predict the reaction product. The product is: [CH:1]1([C:6]2[S:7][C:8]([C:11]3[CH:16]=[CH:15][CH:14]=[CH:13][C:12]=3[NH2:17])=[N:9][N:10]=2)[CH2:2][CH2:3][CH2:4][CH2:5]1. (2) Given the reactants [P:1]([Cl:5])(Cl)([Cl:3])=[O:2].[CH2:6]([CH:13]([CH2:16][CH2:17][CH2:18][CH2:19][CH2:20][CH2:21][CH2:22][CH2:23][CH3:24])[CH2:14][OH:15])[CH2:7][CH2:8][CH2:9][CH2:10][CH2:11][CH3:12].C(N(CC)CC)C.Cl.C(N(CC)CC)C, predict the reaction product. The product is: [CH2:6]([CH:13]([CH2:16][CH2:17][CH2:18][CH2:19][CH2:20][CH2:21][CH2:22][CH2:23][CH3:24])[CH2:14][O:15][P:1]([Cl:5])([Cl:3])=[O:2])[CH2:7][CH2:8][CH2:9][CH2:10][CH2:11][CH3:12]. (3) The product is: [CH2:7]([O:6][P:4]([CH:9]([P:60]([O:62][CH2:63][CH3:64])([O:65][CH2:66][CH3:67])=[O:61])[CH2:10][C:11]1[CH:12]=[CH:13][C:14]([NH:17][C:18]([CH2:20][O:21][C:22]([N:24]2[CH2:29][CH2:28][CH2:27][C@H:26]3[CH2:30][N:31]([C:33]4[C:42]([O:43][CH3:44])=[C:41]5[C:36]([C:37](=[O:58])[C:38]([C:48]([OH:50])=[O:49])=[CH:39][N:40]5[CH:45]5[CH2:46][CH2:47]5)=[CH:35][C:34]=4[F:59])[CH2:32][C@@H:25]23)=[O:23])=[O:19])=[CH:15][CH:16]=1)([O:3][CH2:1][CH3:2])=[O:5])[CH3:8]. Given the reactants [CH2:1]([O:3][P:4]([CH:9]([P:60]([O:65][CH2:66][CH3:67])([O:62][CH2:63][CH3:64])=[O:61])[CH2:10][C:11]1[CH:16]=[CH:15][C:14]([NH:17][C:18]([CH2:20][O:21][C:22]([N:24]2[CH2:29][CH2:28][CH2:27][C@H:26]3[CH2:30][N:31]([C:33]4[C:42]([O:43][CH3:44])=[C:41]5[C:36]([C:37](=[O:58])[C:38]([C:48]([O:50]CC6C=CC=CC=6)=[O:49])=[CH:39][N:40]5[CH:45]5[CH2:47][CH2:46]5)=[CH:35][C:34]=4[F:59])[CH2:32][C@@H:25]23)=[O:23])=[O:19])=[CH:13][CH:12]=1)([O:6][CH2:7][CH3:8])=[O:5])[CH3:2].C1CCCCC=1, predict the reaction product. (4) Given the reactants Cl.[Cl:2][C:3]1[C:4]([CH2:9][NH2:10])=[N:5][CH:6]=[CH:7][N:8]=1.C(N(CC)CC)C.[C:18](OC(=O)C)(=[O:20])[CH3:19], predict the reaction product. The product is: [Cl:2][C:3]1[C:4]([CH2:9][NH:10][C:18](=[O:20])[CH3:19])=[N:5][CH:6]=[CH:7][N:8]=1. (5) Given the reactants [CH2:1]([O:3][C:4]([N:6]1[C:12]2[CH:13]=[CH:14][C:15]([NH2:17])=[CH:16][C:11]=2[O:10][CH2:9][CH2:8][CH2:7]1)=[O:5])[CH3:2].[CH3:18][NH:19][C:20]([C:22]1[S:23][CH:24]=[CH:25][C:26]=1[NH:27][C:28]1[C:33]([Cl:34])=[CH:32][N:31]=[C:30](Cl)[N:29]=1)=[O:21], predict the reaction product. The product is: [CH2:1]([O:3][C:4]([N:6]1[C:12]2[CH:13]=[CH:14][C:15]([NH:17][C:30]3[N:29]=[C:28]([NH:27][C:26]4[CH:25]=[CH:24][S:23][C:22]=4[C:20](=[O:21])[NH:19][CH3:18])[C:33]([Cl:34])=[CH:32][N:31]=3)=[CH:16][C:11]=2[O:10][CH2:9][CH2:8][CH2:7]1)=[O:5])[CH3:2].